This data is from Forward reaction prediction with 1.9M reactions from USPTO patents (1976-2016). The task is: Predict the product of the given reaction. The product is: [NH2:18][CH:17]([C:31]1[CH:30]=[CH:29][CH:28]=[C:27]([O:26][CH3:25])[CH:32]=1)[C:15]1[CH:14]=[CH:13][C:11]2[S:12][C:8]([C:6]3[CH:5]=[CH:4][N:3]=[C:2]([NH2:1])[N:7]=3)=[C:9]([CH3:19])[C:10]=2[CH:16]=1. Given the reactants [NH2:1][C:2]1[N:7]=[C:6]([C:8]2[S:12][C:11]3[CH:13]=[CH:14][C:15]([C:17]#[N:18])=[CH:16][C:10]=3[C:9]=2[CH3:19])[CH:5]=[CH:4][N:3]=1.C1COCC1.[CH3:25][O:26][C:27]1[CH:28]=[C:29]([Mg]Br)[CH:30]=[CH:31][CH:32]=1.[BH4-].[Na+], predict the reaction product.